From a dataset of Forward reaction prediction with 1.9M reactions from USPTO patents (1976-2016). Predict the product of the given reaction. Given the reactants [NH:1]1[CH2:5][CH2:4][C@@H:3]([NH:6][C:7](=[O:13])[O:8][C:9]([CH3:12])([CH3:11])[CH3:10])[CH2:2]1.[F:14][CH:15]([F:18])[CH2:16]I.C(N(C(C)C)C(C)C)C, predict the reaction product. The product is: [F:14][CH:15]([F:18])[CH2:16][N:1]1[CH2:5][CH2:4][C@@H:3]([NH:6][C:7](=[O:13])[O:8][C:9]([CH3:10])([CH3:12])[CH3:11])[CH2:2]1.